Dataset: NCI-60 drug combinations with 297,098 pairs across 59 cell lines. Task: Regression. Given two drug SMILES strings and cell line genomic features, predict the synergy score measuring deviation from expected non-interaction effect. (1) Drug 1: C1=NC2=C(N=C(N=C2N1C3C(C(C(O3)CO)O)F)Cl)N. Drug 2: CN(CCCl)CCCl.Cl. Cell line: T-47D. Synergy scores: CSS=21.9, Synergy_ZIP=-7.09, Synergy_Bliss=-2.35, Synergy_Loewe=-6.97, Synergy_HSA=-6.71. (2) Drug 1: C1=CC(=CC=C1CCC2=CNC3=C2C(=O)NC(=N3)N)C(=O)NC(CCC(=O)O)C(=O)O. Drug 2: C(CC(=O)O)C(=O)CN.Cl. Cell line: OVCAR-8. Synergy scores: CSS=15.6, Synergy_ZIP=-8.86, Synergy_Bliss=-13.2, Synergy_Loewe=-34.8, Synergy_HSA=-14.4. (3) Drug 1: CC1=C(C=C(C=C1)NC2=NC=CC(=N2)N(C)C3=CC4=NN(C(=C4C=C3)C)C)S(=O)(=O)N.Cl. Drug 2: CC(C)(C#N)C1=CC(=CC(=C1)CN2C=NC=N2)C(C)(C)C#N. Cell line: SR. Synergy scores: CSS=10.7, Synergy_ZIP=-2.42, Synergy_Bliss=-1.12, Synergy_Loewe=1.34, Synergy_HSA=1.19. (4) Drug 1: C1C(C(OC1N2C=NC3=C(N=C(N=C32)Cl)N)CO)O. Drug 2: CN(CCCl)CCCl.Cl. Cell line: CCRF-CEM. Synergy scores: CSS=65.5, Synergy_ZIP=-0.796, Synergy_Bliss=-0.130, Synergy_Loewe=-5.66, Synergy_HSA=1.04. (5) Drug 1: C1=CC(=CC=C1CC(C(=O)O)N)N(CCCl)CCCl.Cl. Drug 2: N.N.Cl[Pt+2]Cl. Cell line: EKVX. Synergy scores: CSS=-7.35, Synergy_ZIP=0.265, Synergy_Bliss=-5.67, Synergy_Loewe=-8.43, Synergy_HSA=-7.99. (6) Drug 1: C1=CC(=CC=C1CC(C(=O)O)N)N(CCCl)CCCl.Cl. Drug 2: C1=NC(=NC(=O)N1C2C(C(C(O2)CO)O)O)N. Cell line: COLO 205. Synergy scores: CSS=17.7, Synergy_ZIP=-6.91, Synergy_Bliss=1.77, Synergy_Loewe=-6.98, Synergy_HSA=-3.01.